Dataset: Merck oncology drug combination screen with 23,052 pairs across 39 cell lines. Task: Regression. Given two drug SMILES strings and cell line genomic features, predict the synergy score measuring deviation from expected non-interaction effect. Drug 1: C#Cc1cccc(Nc2ncnc3cc(OCCOC)c(OCCOC)cc23)c1. Drug 2: Cn1c(=O)n(-c2ccc(C(C)(C)C#N)cc2)c2c3cc(-c4cnc5ccccc5c4)ccc3ncc21. Cell line: NCIH23. Synergy scores: synergy=30.4.